Dataset: Full USPTO retrosynthesis dataset with 1.9M reactions from patents (1976-2016). Task: Predict the reactants needed to synthesize the given product. (1) Given the product [OH:4][C:5]1[CH:25]=[CH:24][C:8]([C:9]2[CH:10]([CH3:23])[O:11][C:12]3[C:17]([CH:18]=2)=[CH:16][CH:15]=[C:14]([OH:19])[CH:13]=3)=[CH:7][CH:6]=1, predict the reactants needed to synthesize it. The reactants are: C([O:4][C:5]1[CH:25]=[CH:24][C:8]([C:9]2[CH:10]([CH3:23])[O:11][C:12]3[C:17]([CH:18]=2)=[CH:16][CH:15]=[C:14]([O:19]C(=O)C)[CH:13]=3)=[CH:7][CH:6]=1)(=O)C.[OH-].[K+].C(O)(=O)C. (2) Given the product [F:16][C:17]([F:34])([F:35])[C:18]1[CH:33]=[CH:32][C:21]([CH2:22][O:23][C:24]2[CH:25]=[C:26]([CH:27]=[CH:28][CH:29]=2)[CH2:30][O:14][C:12]2[CH:11]=[CH:10][C:9]3[C:5]([CH2:4][C:3]([OH:2])=[O:15])=[CH:6][O:7][C:8]=3[CH:13]=2)=[CH:20][CH:19]=1, predict the reactants needed to synthesize it. The reactants are: C[O:2][C:3](=[O:15])[CH2:4][C:5]1[C:9]2[CH:10]=[CH:11][C:12]([OH:14])=[CH:13][C:8]=2[O:7][CH:6]=1.[F:16][C:17]([F:35])([F:34])[C:18]1[CH:33]=[CH:32][C:21]([CH2:22][O:23][C:24]2[CH:29]=[CH:28][CH:27]=[C:26]([CH2:30]Cl)[CH:25]=2)=[CH:20][CH:19]=1. (3) Given the product [F:26][C:25]([F:28])([F:27])[C:23]([OH:29])=[O:24].[CH3:1][O:2][C:3](=[O:22])[C@@H:4]([NH2:14])[CH2:5][C:6]1[CH:11]=[CH:10][C:9]([O:12][CH3:13])=[CH:8][CH:7]=1, predict the reactants needed to synthesize it. The reactants are: [CH3:1][O:2][C:3](=[O:22])[C@@H:4]([NH:14]C(OC(C)(C)C)=O)[CH2:5][C:6]1[CH:11]=[CH:10][C:9]([O:12][CH3:13])=[CH:8][CH:7]=1.[C:23]([OH:29])([C:25]([F:28])([F:27])[F:26])=[O:24]. (4) The reactants are: CC1(C)C(C)(C)OB([C:9]2[CH:14]=[CH:13][N:12]=[C:11]([NH:15][C:16](=[O:18])[CH3:17])[CH:10]=2)O1.Br[C:21]1[CH:22]=[C:23]2[N:29]([S:30]([CH:33]3[CH2:35][CH2:34]3)(=[O:32])=[O:31])[N:28]=[CH:27][C:24]2=[N:25][CH:26]=1.BrC1C=NC2=CN(S(C3CC3)(=O)=O)N=C2C=1.C(=O)([O-])[O-].[K+].[K+].O. Given the product [CH:33]1([S:30]([N:29]2[C:23]3[C:24](=[N:25][CH:26]=[C:21]([C:9]4[CH:14]=[CH:13][N:12]=[C:11]([NH:15][C:16](=[O:18])[CH3:17])[CH:10]=4)[CH:22]=3)[CH:27]=[N:28]2)(=[O:32])=[O:31])[CH2:35][CH2:34]1, predict the reactants needed to synthesize it.